Dataset: Forward reaction prediction with 1.9M reactions from USPTO patents (1976-2016). Task: Predict the product of the given reaction. (1) Given the reactants C([N:8]1[CH2:13][CH2:12][N:11]([C:14]([C:16]2[CH:20]=[C:19]([CH3:21])[N:18]([C:22]3[CH:27]=[CH:26][CH:25]=[CH:24][CH:23]=3)[C:17]=2[C:28]2[CH:33]=[CH:32][CH:31]=[CH:30][CH:29]=2)=[O:15])[C@H:10]([CH2:34][C:35]2[CH:40]=[CH:39][C:38]([OH:41])=[CH:37][CH:36]=2)[CH2:9]1)C1C=CC=CC=1, predict the reaction product. The product is: [CH3:21][C:19]1[N:18]([C:22]2[CH:23]=[CH:24][CH:25]=[CH:26][CH:27]=2)[C:17]([C:28]2[CH:29]=[CH:30][CH:31]=[CH:32][CH:33]=2)=[C:16]([C:14]([N:11]2[CH2:12][CH2:13][NH:8][CH2:9][C@H:10]2[CH2:34][C:35]2[CH:40]=[CH:39][C:38]([OH:41])=[CH:37][CH:36]=2)=[O:15])[CH:20]=1. (2) Given the reactants [NH2:1][CH2:2][CH2:3][C:4]1[C:12]2[C:7](=[CH:8][CH:9]=[CH:10][CH:11]=2)[NH:6][CH:5]=1.[CH:13]1[N:18]=[C:17](Cl)[C:16]2[N:20]=[CH:21][N:22]([C@@H:23]3[O:27][C@H:26]([CH2:28][OH:29])[C@@H:25]([OH:30])[C@H:24]3[OH:31])[C:15]=2[N:14]=1.C(N(CC)CC)C, predict the reaction product. The product is: [NH:6]1[C:7]2[C:12](=[CH:11][CH:10]=[CH:9][CH:8]=2)[C:4]([CH2:3][CH2:2][NH:1][C:17]2[C:16]3[N:20]=[CH:21][N:22]([C:15]=3[N:14]=[CH:13][N:18]=2)[C@@H:23]2[O:27][C@H:26]([CH2:28][OH:29])[C@@H:25]([OH:30])[C@H:24]2[OH:31])=[CH:5]1. (3) Given the reactants [CH:1]([N:4]1[CH2:9][CH2:8][CH:7]([O:10][C:11]2[CH:19]=[CH:18][C:17]3[N:16]4[CH2:20][CH2:21][NH:22][C:23](=[O:24])[C:15]4=[CH:14][C:13]=3[CH:12]=2)[CH2:6][CH2:5]1)([CH3:3])[CH3:2].[H-].[Na+].[C:27]([C:29]1[CH:30]=[C:31]([CH:34]=[CH:35][CH:36]=1)[CH2:32]Br)#[N:28], predict the reaction product. The product is: [CH:1]([N:4]1[CH2:9][CH2:8][CH:7]([O:10][C:11]2[CH:19]=[CH:18][C:17]3[N:16]4[CH2:20][CH2:21][N:22]([CH2:32][C:31]5[CH:30]=[C:29]([CH:36]=[CH:35][CH:34]=5)[C:27]#[N:28])[C:23](=[O:24])[C:15]4=[CH:14][C:13]=3[CH:12]=2)[CH2:6][CH2:5]1)([CH3:3])[CH3:2]. (4) Given the reactants [CH2:1]([O:3][C:4](=[O:17])[CH2:5][C:6]1[C:7]2[CH:14]=[CH:13][C:12]([O:15]C)=[CH:11][C:8]=2[S:9][CH:10]=1)[CH3:2].B(Br)(Br)Br, predict the reaction product. The product is: [CH2:1]([O:3][C:4](=[O:17])[CH2:5][C:6]1[C:7]2[CH:14]=[CH:13][C:12]([OH:15])=[CH:11][C:8]=2[S:9][CH:10]=1)[CH3:2].